From a dataset of Reaction yield outcomes from USPTO patents with 853,638 reactions. Predict the reaction yield, written as a fraction of the theoretical maximum amount of product (1.0 means a 100% yield; for example, 0.34 means a 34% yield). (1) The reactants are C([O:3][C:4](=O)[C:5]([CH3:27])=[CH:6][CH:7]=[CH:8][C:9]([CH3:26])=[CH:10][CH:11]=[CH:12][CH:13]=[C:14]([CH3:25])[CH:15]=[CH:16][CH:17]=[C:18]([CH3:24])[C:19](OCC)=[O:20])C.[H-].C([Al+]CC(C)C)C(C)C.C1(C)C=CC=CC=1.[OH-].[Na+]. The catalyst is C(Cl)Cl.O. The product is [CH3:24][C:18](=[CH:17][CH:16]=[CH:15][C:14]([CH3:25])=[CH:13][CH:12]=[CH:11][CH:10]=[C:9]([CH3:26])[CH:8]=[CH:7][CH:6]=[C:5]([CH3:27])[CH2:4][OH:3])[CH2:19][OH:20]. The yield is 0.850. (2) The reactants are F[C:2]1[CH:3]=[C:4]([C:8](=O)[CH2:9][CH2:10][CH3:11])[CH:5]=[CH:6][CH:7]=1.C([O-])(=O)C.[NH4+:17].C([BH3-])#N.[Na+].[ClH:22]. The catalyst is CO. The product is [Cl:22][C:2]1[CH:3]=[C:4]([CH:8]([NH2:17])[CH2:9][CH2:10][CH3:11])[CH:5]=[CH:6][CH:7]=1. The yield is 0.280.